Dataset: Forward reaction prediction with 1.9M reactions from USPTO patents (1976-2016). Task: Predict the product of the given reaction. (1) Given the reactants [CH3:1][N:2]1[C:10]2[C:5](=[C:6]([Cl:11])[CH:7]=[CH:8][CH:9]=2)[CH:4]=[CH:3]1.O[CH2:13][C:14]1[O:20][C:17]([CH:18]=[O:19])=[CH:16][CH:15]=1, predict the reaction product. The product is: [Cl:11][C:6]1[CH:7]=[CH:8][CH:9]=[C:10]2[C:5]=1[C:4]([CH:13]([C:4]1[C:5]3[C:10](=[CH:9][CH:8]=[CH:7][C:6]=3[Cl:11])[N:2]([CH3:1])[CH:3]=1)[C:14]1[O:20][C:17]([CH2:18][OH:19])=[CH:16][CH:15]=1)=[CH:3][N:2]2[CH3:1]. (2) Given the reactants [Cl:1][C:2]1[N:7]=[CH:6][C:5]([OH:8])=[CH:4][CH:3]=1.[CH2:9]([C:11]1[CH:12]=[N:13][C:14]([N:17]2[CH2:22][CH2:21][CH:20]([CH2:23][CH2:24][CH2:25]OS(C)(=O)=O)[CH2:19][CH2:18]2)=[N:15][CH:16]=1)[CH3:10], predict the reaction product. The product is: [Cl:1][C:2]1[N:7]=[CH:6][C:5]([O:8][CH2:25][CH2:24][CH2:23][CH:20]2[CH2:21][CH2:22][N:17]([C:14]3[N:13]=[CH:12][C:11]([CH2:9][CH3:10])=[CH:16][N:15]=3)[CH2:18][CH2:19]2)=[CH:4][CH:3]=1. (3) Given the reactants [F:1][C:2]1[CH:7]=[CH:6][C:5]([N:8]2[C:16]3[C:11](=[CH:12][C:13]([O:17][C@H:18]([C:22]4[CH:27]=[CH:26][CH:25]=[C:24]([O:28][CH3:29])[CH:23]=4)[C@@H:19]([NH2:21])[CH3:20])=[CH:14][CH:15]=3)[CH:10]=[N:9]2)=[CH:4][CH:3]=1.[CH3:30][C:31]1[O:35][N:34]=[CH:33][C:32]=1[C:36](O)=[O:37], predict the reaction product. The product is: [F:1][C:2]1[CH:3]=[CH:4][C:5]([N:8]2[C:16]3[C:11](=[CH:12][C:13]([O:17][C@H:18]([C:22]4[CH:27]=[CH:26][CH:25]=[C:24]([O:28][CH3:29])[CH:23]=4)[C@@H:19]([NH:21][C:36]([C:32]4[CH:33]=[N:34][O:35][C:31]=4[CH3:30])=[O:37])[CH3:20])=[CH:14][CH:15]=3)[CH:10]=[N:9]2)=[CH:6][CH:7]=1. (4) The product is: [CH2:3]([O:10][C:12]1[CH:19]=[N:18][CH:17]=[C:16]([O:10][CH2:3][C:4]2[CH:9]=[CH:8][CH:7]=[CH:6][CH:5]=2)[C:13]=1[C:14]#[N:15])[C:4]1[CH:9]=[CH:8][CH:7]=[CH:6][CH:5]=1. Given the reactants [H-].[Na+].[CH2:3]([OH:10])[C:4]1[CH:9]=[CH:8][CH:7]=[CH:6][CH:5]=1.Cl[C:12]1[CH:19]=[N:18][CH:17]=[C:16](Cl)[C:13]=1[C:14]#[N:15], predict the reaction product. (5) Given the reactants [C:1]([OH:12])(=[O:11])[C:2]1[CH:10]=[CH:9][C:5]([C:6]([OH:8])=[O:7])=[CH:4][CH:3]=1.[CH2:13]=O.O, predict the reaction product. The product is: [C:6]([C:5]1[CH:9]=[C:10]2[C:2](=[CH:3][CH:4]=1)[C:1](=[O:12])[O:11][CH2:13]2)([OH:8])=[O:7]. (6) Given the reactants [Br:1][C:2]1[CH:7]=[C:6]([S:8]([CH2:11][CH3:12])(=[O:10])=[O:9])[CH:5]=[CH:4][C:3]=1F.[F:14][C:15]1[CH:20]=[C:19]([F:21])[CH:18]=[CH:17][C:16]=1[OH:22].C([O-])([O-])=O.[Cs+].[Cs+].CC(=O)OCC, predict the reaction product. The product is: [Br:1][C:2]1[CH:7]=[C:6]([S:8]([CH2:11][CH3:12])(=[O:10])=[O:9])[CH:5]=[CH:4][C:3]=1[O:22][C:16]1[CH:17]=[CH:18][C:19]([F:21])=[CH:20][C:15]=1[F:14].